From a dataset of Peptide-MHC class I binding affinity with 185,985 pairs from IEDB/IMGT. Regression. Given a peptide amino acid sequence and an MHC pseudo amino acid sequence, predict their binding affinity value. This is MHC class I binding data. (1) The peptide sequence is QESCDKHY. The MHC is Mamu-A11 with pseudo-sequence Mamu-A11. The binding affinity (normalized) is 0. (2) The peptide sequence is QYNRYLALY. The MHC is HLA-A24:02 with pseudo-sequence HLA-A24:02. The binding affinity (normalized) is 0.146. (3) The peptide sequence is GMFTDRSGSQ. The MHC is HLA-A68:02 with pseudo-sequence HLA-A68:02. The binding affinity (normalized) is 0. (4) The peptide sequence is DESALNISGY. The MHC is HLA-B45:01 with pseudo-sequence YHTKYREISTNTYESNLYWRYNLYTWAVDAYLSY. The binding affinity (normalized) is 0. (5) The peptide sequence is RPMTYKAAL. The MHC is HLA-A69:01 with pseudo-sequence HLA-A69:01. The binding affinity (normalized) is 0.140. (6) The binding affinity (normalized) is 0.562. The MHC is Mamu-A01 with pseudo-sequence Mamu-A01. The peptide sequence is ASPILRFL.